From a dataset of Catalyst prediction with 721,799 reactions and 888 catalyst types from USPTO. Predict which catalyst facilitates the given reaction. (1) Reactant: Br[C:2]1[CH:3]=[C:4]([N:22]([CH2:29][CH3:30])[CH:23]2[CH2:28][CH2:27][O:26][CH2:25][CH2:24]2)[C:5]([CH3:21])=[C:6]([CH:20]=1)[C:7]([NH:9][CH2:10][C:11]1[C:12](=[O:19])[NH:13][C:14]([CH3:18])=[CH:15][C:16]=1[CH3:17])=[O:8].CC1(C)C(C)(C)OB([C:39]2[CH:51]=[CH:50][C:42]([CH2:43][N:44]3[CH2:49][CH2:48][O:47][CH2:46][CH2:45]3)=[CH:41][CH:40]=2)O1.C([O-])([O-])=O.[Na+].[Na+]. Product: [CH3:17][C:16]1[CH:15]=[C:14]([CH3:18])[NH:13][C:12](=[O:19])[C:11]=1[CH2:10][NH:9][C:7]([C:6]1[CH:20]=[C:2]([C:39]2[CH:40]=[CH:41][C:42]([CH2:43][N:44]3[CH2:49][CH2:48][O:47][CH2:46][CH2:45]3)=[CH:50][CH:51]=2)[CH:3]=[C:4]([N:22]([CH2:29][CH3:30])[CH:23]2[CH2:28][CH2:27][O:26][CH2:25][CH2:24]2)[C:5]=1[CH3:21])=[O:8]. The catalyst class is: 70. (2) Reactant: [Br:1][C:2]1[C:11]2[C:6](=[CH:7][C:8]([C:12]3[O:13][C:14]4[CH:27]=[CH:26][CH:25]=[CH:24][C:15]=4[C:16]=3[CH2:17][CH2:18][CH:19]3[CH2:23][CH2:22][CH2:21][CH2:20]3)=[CH:9][CH:10]=2)[CH:5]=[CH:4][C:3]=1[O:28][CH2:29][C:30]([O:32]CC)=[O:31].[OH-].[K+]. Product: [Br:1][C:2]1[C:11]2[C:6](=[CH:7][C:8]([C:12]3[O:13][C:14]4[CH:27]=[CH:26][CH:25]=[CH:24][C:15]=4[C:16]=3[CH2:17][CH2:18][CH:19]3[CH2:20][CH2:21][CH2:22][CH2:23]3)=[CH:9][CH:10]=2)[CH:5]=[CH:4][C:3]=1[O:28][CH2:29][C:30]([OH:32])=[O:31]. The catalyst class is: 20. (3) Reactant: [CH2:1]([NH:8][C:9]1[O:10][CH2:11][C:12](=[O:19])[C:13]=1[C:14]([O:16][CH2:17][CH3:18])=[O:15])[C:2]1[CH:7]=[CH:6][CH:5]=[CH:4][CH:3]=1.[NH:20]1[C:28]2[C:23](=[CH:24][CH:25]=[CH:26][N:27]=2)[C:22]([CH:29]=O)=[CH:21]1.[ClH:31]. The catalyst class is: 8. Product: [ClH:31].[NH:20]1[C:28]2=[N:27][CH:26]=[CH:25][CH:24]=[C:23]2[C:22]([CH:29]=[C:11]2[O:10][C:9]([NH:8][CH2:1][C:2]3[CH:7]=[CH:6][CH:5]=[CH:4][CH:3]=3)=[C:13]([C:14]([O:16][CH2:17][CH3:18])=[O:15])[C:12]2=[O:19])=[CH:21]1.